From a dataset of Catalyst prediction with 721,799 reactions and 888 catalyst types from USPTO. Predict which catalyst facilitates the given reaction. (1) Reactant: [NH3:1].[O:2]1[C:6]2([CH2:11][CH2:10][CH2:9][CH2:8][CH:7]2[NH:12][C:13](=[N:16][C:17]2[C:21]([CH3:22])=[CH:20][S:19][CH:18]=2)SC)[O:5][CH2:4][CH2:3]1. Product: [O:2]1[C:6]2([CH2:11][CH2:10][CH2:9][CH2:8][CH:7]2[NH:12][C:13]([NH:16][C:17]2[C:21]([CH3:22])=[CH:20][S:19][CH:18]=2)=[NH:1])[O:5][CH2:4][CH2:3]1. The catalyst class is: 5. (2) Reactant: CC(=[N:4][OH:5])C.[CH3:6][C:7]([O-])([CH3:9])[CH3:8].[K+].[Cl:12][C:13]1[CH:14]=[C:15]([N:24]2[C:32]3[C:27](=[CH:28][C:29]([C:34]#[N:35])=[C:30](F)[CH:31]=3)[C:26]([CH3:36])=[N:25]2)[CH:16]=[N:17][C:18]=1OCC(C)C.[OH2:37]. Product: [Cl:12][C:13]1[CH:14]=[C:15]([N:24]2[C:32]3[C:27](=[CH:28][C:29]4[C:34]([NH2:35])=[N:4][O:5][C:30]=4[CH:31]=3)[C:26]([CH3:36])=[N:25]2)[CH:16]=[N:17][C:18]=1[O:37][CH2:6][CH:7]([CH3:9])[CH3:8]. The catalyst class is: 39. (3) Reactant: [C:1]([O:5][C:6](=[O:31])[NH:7][C:8]1([C:12]2[CH:17]=[CH:16][C:15]([C:18](=O)[C:19]([C:24]3[CH:29]=[CH:28][CH:27]=[CH:26][CH:25]=3)=[CH:20]N(C)C)=[CH:14][CH:13]=2)[CH2:11][CH2:10][CH2:9]1)([CH3:4])([CH3:3])[CH3:2].[NH2:32][C:33]1[NH:34][CH:35]=[CH:36][N:37]=1.CC(O)=O.CCO. Product: [C:1]([O:5][C:6](=[O:31])[NH:7][C:8]1([C:12]2[CH:13]=[CH:14][C:15]([C:18]3[C:19]([C:24]4[CH:29]=[CH:28][CH:27]=[CH:26][CH:25]=4)=[CH:20][N:34]4[CH:35]=[CH:36][N:37]=[C:33]4[N:32]=3)=[CH:16][CH:17]=2)[CH2:9][CH2:10][CH2:11]1)([CH3:4])([CH3:2])[CH3:3]. The catalyst class is: 2. (4) Reactant: [CH3:1][O:2][C:3](=[O:20])[CH2:4][CH:5]1[C:9](=[O:10])[N:8]([CH2:11][C:12]2[CH:17]=[CH:16][C:15]([CH3:18])=[CH:14][CH:13]=2)[C:7](=[O:19])[NH:6]1.[H-].[Na+].[CH2:23](I)[CH2:24][CH3:25]. Product: [CH3:1][O:2][C:3](=[O:20])[CH2:4][CH:5]1[C:9](=[O:10])[N:8]([CH2:11][C:12]2[CH:17]=[CH:16][C:15]([CH3:18])=[CH:14][CH:13]=2)[C:7](=[O:19])[N:6]1[CH2:23][CH2:24][CH3:25]. The catalyst class is: 3. (5) Reactant: [Cl:1][C:2]1[CH:3]=[C:4]([S:8]([C:11]2[CH:19]=[CH:18][C:17]3[N:16]([CH3:20])[C:15]4[CH2:21][CH:22]5[NH:26][CH:25]([C:14]=4[C:13]=3[C:12]=2C(OC(C)(C)C)=O)[CH2:24][CH2:23]5)(=[O:10])=[O:9])[CH:5]=[CH:6][CH:7]=1.Cl. Product: [ClH:1].[Cl:1][C:2]1[CH:3]=[C:4]([S:8]([C:11]2[CH:12]=[C:13]3[C:17](=[CH:18][CH:19]=2)[N:16]([CH3:20])[C:15]2[CH2:21][CH:22]4[NH:26][CH:25]([C:14]3=2)[CH2:24][CH2:23]4)(=[O:9])=[O:10])[CH:5]=[CH:6][CH:7]=1. The catalyst class is: 27. (6) Reactant: [C:1]([C:3]1[CH:4]=[C:5]([C:13]2[O:17][N:16]=[C:15]([C:18]3[CH:19]=[CH:20][C:21]4[CH2:27][N:26]([CH2:28][CH2:29][C:30]([O:32]C(C)(C)C)=[O:31])[CH2:25][CH2:24][CH2:23][C:22]=4[CH:37]=3)[N:14]=2)[CH:6]=[CH:7][C:8]=1[O:9][CH:10]([CH3:12])[CH3:11])#[N:2].[ClH:38]. Product: [ClH:38].[C:1]([C:3]1[CH:4]=[C:5]([C:13]2[O:17][N:16]=[C:15]([C:18]3[CH:19]=[CH:20][C:21]4[CH2:27][N:26]([CH2:28][CH2:29][C:30]([OH:32])=[O:31])[CH2:25][CH2:24][CH2:23][C:22]=4[CH:37]=3)[N:14]=2)[CH:6]=[CH:7][C:8]=1[O:9][CH:10]([CH3:11])[CH3:12])#[N:2]. The catalyst class is: 28. (7) Reactant: C([NH:9][C:10]([NH:12][CH2:13][CH:14]1[CH2:19][CH:18]2[CH2:20][CH:15]1[CH2:16][CH2:17]2)=[S:11])(=O)C1C=CC=CC=1.[OH-].[K+].O. Product: [CH:15]12[CH2:20][CH:18]([CH2:17][CH2:16]1)[CH2:19][CH:14]2[CH2:13][NH:12][C:10]([NH2:9])=[S:11]. The catalyst class is: 5.